Predict which catalyst facilitates the given reaction. From a dataset of Catalyst prediction with 721,799 reactions and 888 catalyst types from USPTO. (1) Reactant: [C:1]([O:5][C:6](=[O:47])[C:7]1[CH:12]=[C:11]([C:13]2[CH:18]=[C:17]([S:19][CH2:20][CH2:21][NH:22][C:23](=[O:43])[CH:24]([NH:35]C(OC(C)(C)C)=O)[CH2:25][CH2:26][NH:27]C(OC(C)(C)C)=O)[N:16]=[C:15]([NH2:44])[N:14]=2)[C:10]([CH3:45])=[CH:9][C:8]=1[CH3:46])([CH3:4])([CH3:3])[CH3:2].[F:48][C:49]([F:54])([F:53])[C:50]([OH:52])=[O:51]. Product: [F:48][C:49]([F:54])([F:53])[C:50]([OH:52])=[O:51].[F:48][C:49]([F:54])([F:53])[C:50]([OH:52])=[O:51].[F:48][C:49]([F:54])([F:53])[C:50]([OH:52])=[O:51].[C:1]([O:5][C:6](=[O:47])[C:7]1[CH:12]=[C:11]([C:13]2[CH:18]=[C:17]([S:19][CH2:20][CH2:21][NH:22][C:23](=[O:43])[CH:24]([NH2:35])[CH2:25][CH2:26][NH2:27])[N:16]=[C:15]([NH2:44])[N:14]=2)[C:10]([CH3:45])=[CH:9][C:8]=1[CH3:46])([CH3:3])([CH3:2])[CH3:4]. The catalyst class is: 4. (2) The catalyst class is: 10. Product: [CH3:1][O:2][C:3](=[O:29])[NH:4][C@H:5]([C:9]([N:11]1[CH2:15][C@@H:14]([CH3:16])[CH2:13][C@H:12]1[C:17]1[NH:18][C:19]([Cl:30])=[C:20]([C:22]2[CH:27]=[CH:26][C:25]([Br:28])=[CH:24][CH:23]=2)[N:21]=1)=[O:10])[CH:6]([CH3:8])[CH3:7]. Reactant: [CH3:1][O:2][C:3](=[O:29])[NH:4][C@H:5]([C:9]([N:11]1[CH2:15][C@@H:14]([CH3:16])[CH2:13][C@H:12]1[C:17]1[NH:18][CH:19]=[C:20]([C:22]2[CH:27]=[CH:26][C:25]([Br:28])=[CH:24][CH:23]=2)[N:21]=1)=[O:10])[CH:6]([CH3:8])[CH3:7].[Cl:30]N1C(=O)CCC1=O. (3) Reactant: [Cl-].[NH4+].[Cl:3][C:4]1[CH:9]=[CH:8][C:7]([N+:10]([O-])=O)=[C:6]([O:13][C:14]2[CH:19]=[CH:18][C:17]([Cl:20])=[CH:16][C:15]=2[Cl:21])[CH:5]=1. Product: [Cl:3][C:4]1[CH:9]=[CH:8][C:7]([NH2:10])=[C:6]([O:13][C:14]2[CH:19]=[CH:18][C:17]([Cl:20])=[CH:16][C:15]=2[Cl:21])[CH:5]=1. The catalyst class is: 190. (4) Reactant: [CH3:1][C:2]1([CH3:11])[C:8]([CH2:9][OH:10])=[CH:7][CH2:6][CH2:5][CH2:4][CH2:3]1.[F:12][C:13]1[CH:14]=[C:15](O)[CH:16]=[CH:17][CH:18]=1.C1(P(C2C=CC=CC=2)C2C=CC=CC=2)C=CC=CC=1.N(C(OCC)=O)=NC(OCC)=O. Product: [F:12][C:13]1[CH:18]=[C:17]([CH:16]=[CH:15][CH:14]=1)[O:10][CH2:9][C:8]1[C:2]([CH3:11])([CH3:1])[CH2:3][CH2:4][CH2:5][CH2:6][CH:7]=1. The catalyst class is: 7. (5) Reactant: [CH:1]1([CH:4]([C:15]2[CH:20]=[CH:19][C:18]([OH:21])=[CH:17][CH:16]=2)[CH:5]2C(=O)OC(C)(C)[O:7][C:6]2=[O:14])[CH2:3][CH2:2]1.CN(C=O)C.O. Product: [CH:1]1([CH:4]([C:15]2[CH:20]=[CH:19][C:18]([OH:21])=[CH:17][CH:16]=2)[CH2:5][C:6]([OH:14])=[O:7])[CH2:3][CH2:2]1. The catalyst class is: 25. (6) The catalyst class is: 1. Reactant: Cl.[CH:2]([C:5]1[N:9]=[C:8]([N:10]2[CH2:15][CH2:14][CH:13]([NH2:16])[CH2:12][CH2:11]2)[S:7][N:6]=1)([CH3:4])[CH3:3].C(N(CC)CC)C.[Br:24][CH:25]([CH2:29][CH2:30][Br:31])[C:26](Cl)=[O:27]. Product: [Br:24][CH:25]([CH2:29][CH2:30][Br:31])[C:26]([NH:16][CH:13]1[CH2:12][CH2:11][N:10]([C:8]2[S:7][N:6]=[C:5]([CH:2]([CH3:4])[CH3:3])[N:9]=2)[CH2:15][CH2:14]1)=[O:27]. (7) Reactant: F[C:2]1[C:3](=[O:20])[N:4]([CH2:12][C:13]2[N:17]([CH3:18])[C:16](=[O:19])[NH:15][N:14]=2)[CH:5]=[CH:6][C:7]=1[C:8]([F:11])([F:10])[F:9].[F:21][CH:22]([F:32])[C:23]1[CH:24]=[C:25]([CH:28]=[C:29]([OH:31])[CH:30]=1)[C:26]#[N:27].C([O-])([O-])=O.[K+].[K+]. Product: [F:21][CH:22]([F:32])[C:23]1[CH:24]=[C:25]([CH:28]=[C:29]([O:31][C:2]2[C:3](=[O:20])[N:4]([CH2:12][C:13]3[N:17]([CH3:18])[C:16](=[O:19])[NH:15][N:14]=3)[CH:5]=[CH:6][C:7]=2[C:8]([F:11])([F:10])[F:9])[CH:30]=1)[C:26]#[N:27]. The catalyst class is: 6. (8) Reactant: [Cl:1][C:2]1[C:3]([O:12][C:13]2[CH:18]=[C:17]([OH:19])[CH:16]=[CH:15][C:14]=2/[CH:20]=[C:21](\[CH3:27])/[C:22]([O:24][CH2:25][CH3:26])=[O:23])=[N:4][CH:5]=[C:6]([C:8]([F:11])([F:10])[F:9])[CH:7]=1.C(=O)([O-])[O-].[K+].[K+].[CH:34](I)([CH3:36])[CH3:35].O. Product: [Cl:1][C:2]1[C:3]([O:12][C:13]2[CH:18]=[C:17]([O:19][CH:34]([CH3:36])[CH3:35])[CH:16]=[CH:15][C:14]=2/[CH:20]=[C:21](\[CH3:27])/[C:22]([O:24][CH2:25][CH3:26])=[O:23])=[N:4][CH:5]=[C:6]([C:8]([F:9])([F:11])[F:10])[CH:7]=1. The catalyst class is: 9.